This data is from Full USPTO retrosynthesis dataset with 1.9M reactions from patents (1976-2016). The task is: Predict the reactants needed to synthesize the given product. (1) Given the product [C:18]([OH:21])(=[O:20])[C:3]1[CH:2]=[CH:7][CH:6]=[N:5][CH:4]=1, predict the reactants needed to synthesize it. The reactants are: C(NN)(=O)[C:2]1[CH:7]=[CH:6][N:5]=[CH:4][CH:3]=1.C[Si](N=C=S)(C)C.[C:18]([OH:21])(=[O:20])C. (2) Given the product [CH:1]([O:4][C:5]1[CH:6]=[CH:7][C:8]([N:11]([C:12]2[C:21]3[C:16](=[CH:17][CH:18]=[CH:19][CH:20]=3)[N:15]=[C:14]([CH3:22])[N:13]=2)[CH3:23])=[CH:9][CH:10]=1)([CH3:3])[CH3:2], predict the reactants needed to synthesize it. The reactants are: [CH:1]([O:4][C:5]1[CH:10]=[CH:9][C:8]([NH:11][C:12]2[C:21]3[C:16](=[CH:17][CH:18]=[CH:19][CH:20]=3)[N:15]=[C:14]([CH3:22])[N:13]=2)=[CH:7][CH:6]=1)([CH3:3])[CH3:2].[CH3:23]I. (3) The reactants are: [CH3:1][O:2][CH2:3][CH2:4][O:5][CH2:6][CH2:7][O:8][CH2:9][CH2:10][O:11][CH2:12][CH2:13][CH2:14][CH2:15][CH2:16][CH2:17][CH2:18][CH2:19][CH2:20][CH2:21][CH2:22][S:23]C(=O)C.Cl. Given the product [CH3:1][O:2][CH2:3][CH2:4][O:5][CH2:6][CH2:7][O:8][CH2:9][CH2:10][O:11][CH2:12][CH2:13][CH2:14][CH2:15][CH2:16][CH2:17][CH2:18][CH2:19][CH2:20][CH2:21][CH2:22][SH:23], predict the reactants needed to synthesize it. (4) Given the product [Br:32][C:33]1[C:34]([N:62]2[CH2:67][CH2:66][N:65]([CH2:68][C:69]3[CH:70]=[N:71][CH:72]=[CH:73][CH:74]=3)[CH2:64][CH2:63]2)=[C:35]2[N:41]=[C:40]([C:42]3[CH:61]=[CH:60][C:45]([CH2:46][N:47]4[CH2:52][CH2:51][NH:50][CH2:49][CH2:48]4)=[CH:44][CH:43]=3)[NH:39][C:36]2=[N:37][CH:38]=1, predict the reactants needed to synthesize it. The reactants are: BrC1C(N2CCN(CC3C=NC=CC=3)CC2)=C2N=C(C3C=CC(CN)=CC=3)NC2=NC=1.[Br:32][C:33]1[C:34]([N:62]2[CH2:67][CH2:66][N:65]([CH2:68][C:69]3[CH:70]=[N:71][CH:72]=[CH:73][CH:74]=3)[CH2:64][CH2:63]2)=[C:35]2[N:41]=[C:40]([C:42]3[CH:61]=[CH:60][C:45]([CH2:46][N:47]4[CH2:52][CH2:51][N:50](C(OC(C)(C)C)=O)[CH2:49][CH2:48]4)=[CH:44][CH:43]=3)[NH:39][C:36]2=[N:37][CH:38]=1.C(O)(C(F)(F)F)=O. (5) Given the product [Cl:31][C:27]1[CH:26]=[C:25]([CH:30]=[CH:29][CH:28]=1)[O:24][CH2:23][CH2:22][N:12]([CH2:11][C:7]1[CH:6]=[C:5]([CH2:4][C:3]([OH:32])=[O:2])[CH:10]=[CH:9][CH:8]=1)[S:13]([C:16]1[CH:17]=[N:18][CH:19]=[CH:20][CH:21]=1)(=[O:14])=[O:15], predict the reactants needed to synthesize it. The reactants are: C[O:2][C:3](=[O:32])[CH2:4][C:5]1[CH:10]=[CH:9][CH:8]=[C:7]([CH2:11][N:12]([CH2:22][CH2:23][O:24][C:25]2[CH:30]=[CH:29][CH:28]=[C:27]([Cl:31])[CH:26]=2)[S:13]([C:16]2[CH:17]=[N:18][CH:19]=[CH:20][CH:21]=2)(=[O:15])=[O:14])[CH:6]=1.[OH-].[Na+]. (6) Given the product [Si:24]([O:41][CH2:42][CH2:43][CH:44]1[N:49]([C:21]([C:16]2[CH:17]=[C:18]([O:19][CH3:20])[C:12]3[O:11][C:10]([NH:9][CH2:8][C:4]4[CH:3]=[C:2]([Cl:1])[CH:7]=[CH:6][N:5]=4)=[N:14][C:13]=3[CH:15]=2)=[O:23])[CH2:48][CH:47]([CH3:50])[O:46][CH2:45]1)([C:37]([CH3:38])([CH3:39])[CH3:40])([C:25]1[CH:26]=[CH:27][CH:28]=[CH:29][CH:30]=1)[C:31]1[CH:36]=[CH:35][CH:34]=[CH:33][CH:32]=1, predict the reactants needed to synthesize it. The reactants are: [Cl:1][C:2]1[CH:7]=[CH:6][N:5]=[C:4]([CH2:8][NH:9][C:10]2[O:11][C:12]3[C:18]([O:19][CH3:20])=[CH:17][C:16]([C:21]([OH:23])=O)=[CH:15][C:13]=3[N:14]=2)[CH:3]=1.[Si:24]([O:41][CH2:42][CH2:43][CH:44]1[NH:49][CH2:48][CH:47]([CH3:50])[O:46][CH2:45]1)([C:37]([CH3:40])([CH3:39])[CH3:38])([C:31]1[CH:36]=[CH:35][CH:34]=[CH:33][CH:32]=1)[C:25]1[CH:30]=[CH:29][CH:28]=[CH:27][CH:26]=1.C(N(CC)C(C)C)(C)C.CN(C(ON1N=NC2C=CC=NC1=2)=[N+](C)C)C.F[P-](F)(F)(F)(F)F.